Predict the reaction yield, written as a fraction of the theoretical maximum amount of product (1.0 means a 100% yield; for example, 0.34 means a 34% yield). From a dataset of Reaction yield outcomes from USPTO patents with 853,638 reactions. (1) The reactants are [CH3:1][O:2][CH2:3][CH2:4][O:5][C:6]1[CH:11]=[CH:10][C:9](/[CH:12]=[CH:13]/[C:14]([OH:16])=O)=[C:8]([O:17][CH2:18][CH:19]2[CH2:23][CH2:22][CH2:21][O:20]2)[CH:7]=1.CC1C=CC=C([N+]([O-])=O)C=1C(OC(=O)C1C([N+]([O-])=O)=CC=CC=1C)=O.[CH2:49]([S:54]([NH2:57])(=[O:56])=[O:55])[CH2:50][CH2:51][CH2:52][CH3:53].[Cl-].[NH4+]. The catalyst is C(#N)C.CN(C)C1C=CN=CC=1.C(N(CC)CC)C. The product is [CH3:1][O:2][CH2:3][CH2:4][O:5][C:6]1[CH:11]=[CH:10][C:9](/[CH:12]=[CH:13]/[C:14]([NH:57][S:54]([CH2:49][CH2:50][CH2:51][CH2:52][CH3:53])(=[O:56])=[O:55])=[O:16])=[C:8]([O:17][CH2:18][CH:19]2[CH2:23][CH2:22][CH2:21][O:20]2)[CH:7]=1. The yield is 0.690. (2) The reactants are Br[C:2]1[CH:11]=[C:10]2[C:5]([N:6]=[CH:7][C:8]([NH:12][C:13]3[CH:14]=[C:15]([CH:19]=[C:20](OC)[CH:21]=3)[C:16]([OH:18])=[O:17])=[N:9]2)=[CH:4][CH:3]=1.CC1(C)C(C)(C)OB([C:32]2[CH:33]=[C:34]([NH:38][S:39]([C:42]3[CH:47]=[CH:46][CH:45]=[CH:44][CH:43]=3)(=[O:41])=[O:40])[CH:35]=[N:36][CH:37]=2)O1.C(=O)([O-])[O-].[K+].[K+]. The catalyst is O1CCOCC1. The product is [C:42]1([S:39]([NH:38][C:34]2[CH:33]=[C:32]([C:2]3[CH:11]=[C:10]4[C:5]([N:6]=[CH:7][C:8]([NH:12][C:13]5[CH:14]=[C:15]([CH:19]=[CH:20][CH:21]=5)[C:16]([OH:18])=[O:17])=[N:9]4)=[CH:4][CH:3]=3)[CH:37]=[N:36][CH:35]=2)(=[O:41])=[O:40])[CH:47]=[CH:46][CH:45]=[CH:44][CH:43]=1. The yield is 0.160. (3) The reactants are [CH2:1]([O:3][C:4]1[CH:5]=[C:6]([CH:14]2[C:19]([C:20]3[CH:21]=[C:22]([CH:25]=[CH:26][CH:27]=3)C#N)=C(C3C=CC=CC=3)[NH:17][C:16](=[O:34])[NH:15]2)[CH:7]=[C:8]([N+]([O-])=O)[C:9]=1[OH:10])C.[CH2:35]([O:37][C:38]1[CH:39]=[C:40]([CH:43]=[C:44]([N+:47]([O-:49])=[O:48])[C:45]=1[OH:46])[CH:41]=O)[CH3:36].NC(N)=O.Cl. The catalyst is C(O)C. The product is [O:10]1[C:9]2[CH:8]=[CH:7][C:6]([C:14]3[NH:15][C:16](=[O:34])[NH:17][CH:41]([C:40]4[CH:43]=[C:44]([N+:47]([O-:49])=[O:48])[C:45]([OH:46])=[C:38]([O:37][CH2:35][CH3:36])[CH:39]=4)[C:19]=3[C:20]3[CH:27]=[CH:26][CH:25]=[CH:22][CH:21]=3)=[CH:5][C:4]=2[O:3][CH2:1]1. The yield is 0.117.